From a dataset of Forward reaction prediction with 1.9M reactions from USPTO patents (1976-2016). Predict the product of the given reaction. (1) Given the reactants N1[C:5](=O)[CH2:4][CH2:3][C@H:2]1[C:7](O)=O.C(=O)([O-])O.[Na+].ON1C(=O)CCC1=O.[C:23]([O:27][C:28]([NH:30][CH2:31][C:32]([OH:34])=[O:33])=[O:29])([CH3:26])(C)C.C(O)(=O)CC(CC(O)=O)(C(O)=O)O, predict the reaction product. The product is: [CH2:23]([O:27][C:28]([NH:30][CH2:31][C:32]([OH:34])=[O:33])=[O:29])[C:26]1[CH:5]=[CH:4][CH:3]=[CH:2][CH:7]=1. (2) Given the reactants [N:1]([CH:4]1[CH2:13][CH2:12][C:7]2([O:11][CH2:10][CH2:9][O:8]2)[CH2:6][CH2:5]1)=[N+:2]=[N-:3].[CH3:14][Si:15]([CH3:20])([CH3:19])[C:16]#[C:17]C, predict the reaction product. The product is: [O:11]1[C:7]2([CH2:6][CH2:5][CH:4]([N:1]3[CH:17]=[C:16]([Si:15]([CH3:20])([CH3:19])[CH3:14])[N:3]=[N:2]3)[CH2:13][CH2:12]2)[O:8][CH2:9][CH2:10]1.